This data is from Catalyst prediction with 721,799 reactions and 888 catalyst types from USPTO. The task is: Predict which catalyst facilitates the given reaction. Reactant: Cl[C:2]1[CH:7]=[CH:6][N:5]2[C:8]([C:11]([NH:13][C:14]3[CH:22]=[CH:21][CH:20]=[C:19]4[C:15]=3[C:16]([CH:31]3[CH2:33][CH2:32]3)=[N:17][N:18]4[CH2:23][C:24]3[CH:29]=[CH:28][CH:27]=[C:26]([CH3:30])[N:25]=3)=[O:12])=[CH:9][N:10]=[C:4]2[CH:3]=1.[CH2:34]([OH:41])[C:35]1[CH:40]=[CH:39][CH:38]=[CH:37][CH:36]=1.[OH-].[K+].O. The catalyst class is: 16. Product: [CH2:34]([O:41][C:2]1[CH:7]=[CH:6][N:5]2[C:8]([C:11]([NH:13][C:14]3[CH:22]=[CH:21][CH:20]=[C:19]4[C:15]=3[C:16]([CH:31]3[CH2:33][CH2:32]3)=[N:17][N:18]4[CH2:23][C:24]3[CH:29]=[CH:28][CH:27]=[C:26]([CH3:30])[N:25]=3)=[O:12])=[CH:9][N:10]=[C:4]2[CH:3]=1)[C:35]1[CH:40]=[CH:39][CH:38]=[CH:37][CH:36]=1.